This data is from Forward reaction prediction with 1.9M reactions from USPTO patents (1976-2016). The task is: Predict the product of the given reaction. (1) Given the reactants [C:1]([O:5][C:6]([N:8]1[CH2:11][CH:10]([C:12]2[CH2:13][CH2:14][O:15][CH2:16][CH:17]=2)[CH2:9]1)=[O:7])([CH3:4])([CH3:3])[CH3:2], predict the reaction product. The product is: [C:1]([O:5][C:6]([N:8]1[CH2:11][CH:10]([CH:12]2[CH2:13][CH2:14][O:15][CH2:16][CH2:17]2)[CH2:9]1)=[O:7])([CH3:4])([CH3:2])[CH3:3]. (2) Given the reactants [Cl:1][C:2]1[CH:9]=[CH:8][CH:7]=[CH:6][C:3]=1[CH:4]=[O:5].[OH:10][S:11](O)(=[O:13])=[O:12].O=S(=O)=O, predict the reaction product. The product is: [Cl:1][C:2]1[CH:9]=[CH:8][C:7]([S:11]([OH:13])(=[O:12])=[O:10])=[CH:6][C:3]=1[CH:4]=[O:5]. (3) Given the reactants [CH2:1]([O:8][C:9]1[CH:17]=[C:16]2[C:12]([C@H:13]([CH2:25][Cl:26])[CH2:14][N:15]2C(OC(C)(C)C)=O)=[C:11]2[C:27]([CH3:30])=[CH:28][S:29][C:10]=12)[C:2]1[CH:7]=[CH:6][CH:5]=[CH:4][CH:3]=1.Cl, predict the reaction product. The product is: [CH2:1]([O:8][C:9]1[CH:17]=[C:16]2[C:12]([C@H:13]([CH2:25][Cl:26])[CH2:14][NH:15]2)=[C:11]2[C:27]([CH3:30])=[CH:28][S:29][C:10]=12)[C:2]1[CH:7]=[CH:6][CH:5]=[CH:4][CH:3]=1. (4) Given the reactants O.[OH-].[Li+].[CH3:4][C:5]([O:8][CH2:9][C@@H:10]([C:37]([O:39]C)=[O:38])[NH:11][C:12]([C:14]1[C:23]([NH:24][C:25]([NH:27][C:28]2[C:33]([CH3:34])=[CH:32][C:31]([CH3:35])=[CH:30][C:29]=2[CH3:36])=[O:26])=[CH:22][C:21]2[C:16](=[CH:17][CH:18]=[CH:19][CH:20]=2)[CH:15]=1)=[O:13])([CH3:7])[CH3:6].O.Cl, predict the reaction product. The product is: [CH3:7][C:5]([O:8][CH2:9][C@@H:10]([C:37]([OH:39])=[O:38])[NH:11][C:12]([C:14]1[C:23]([NH:24][C:25]([NH:27][C:28]2[C:29]([CH3:36])=[CH:30][C:31]([CH3:35])=[CH:32][C:33]=2[CH3:34])=[O:26])=[CH:22][C:21]2[C:16](=[CH:17][CH:18]=[CH:19][CH:20]=2)[CH:15]=1)=[O:13])([CH3:4])[CH3:6].